From a dataset of Full USPTO retrosynthesis dataset with 1.9M reactions from patents (1976-2016). Predict the reactants needed to synthesize the given product. (1) Given the product [Cl:17][C:5]1[C:6]([C:8]2[N:12]3[CH:13]=[CH:14][CH:15]=[CH:16][C:11]3=[N:10][CH:9]=2)=[N:7][C:2]([NH:18][C:19]2[CH:26]=[CH:25][C:22]([CH:23]=[O:24])=[CH:21][C:20]=2[O:27][CH3:28])=[N:3][CH:4]=1, predict the reactants needed to synthesize it. The reactants are: Cl[C:2]1[N:7]=[C:6]([C:8]2[N:12]3[CH:13]=[CH:14][CH:15]=[CH:16][C:11]3=[N:10][CH:9]=2)[C:5]([Cl:17])=[CH:4][N:3]=1.[NH2:18][C:19]1[CH:26]=[CH:25][C:22]([CH:23]=[O:24])=[CH:21][C:20]=1[O:27][CH3:28].CC1(C)C2C=CC=C(P(C3C=CC=CC=3)C3C=CC=CC=3)C=2OC2C1=CC=CC=2P(C1C=CC=CC=1)C1C=CC=CC=1.N12CCCN=C1CCCCC2. (2) The reactants are: [C:1]([O:5][C:6]([NH:8][CH2:9][CH2:10][N:11]1[C:19]2[C:14](=[CH:15][CH:16]=[C:17]([C:20]([O:22][CH3:23])=[O:21])[CH:18]=2)[C:13]([CH:24]2[CH2:29][CH2:28][CH2:27][CH2:26][CH2:25]2)=[C:12]1[C:30]1[CH:35]=[CH:34][CH:33]=[CH:32][C:31]=1[CH2:36][OH:37])=[O:7])([CH3:4])([CH3:3])[CH3:2].C(N(CC)CC)C.[CH3:45][S:46](Cl)(=[O:48])=[O:47].O. Given the product [C:1]([O:5][C:6]([NH:8][CH2:9][CH2:10][N:11]1[C:19]2[C:14](=[CH:15][CH:16]=[C:17]([C:20]([O:22][CH3:23])=[O:21])[CH:18]=2)[C:13]([CH:24]2[CH2:29][CH2:28][CH2:27][CH2:26][CH2:25]2)=[C:12]1[C:30]1[CH:35]=[CH:34][CH:33]=[CH:32][C:31]=1[CH2:36][O:37][S:46]([CH3:45])(=[O:48])=[O:47])=[O:7])([CH3:4])([CH3:2])[CH3:3], predict the reactants needed to synthesize it.